This data is from Full USPTO retrosynthesis dataset with 1.9M reactions from patents (1976-2016). The task is: Predict the reactants needed to synthesize the given product. Given the product [Cl:15][CH2:1][C:2]1[C:7]([C:8]([O:10][CH3:11])=[O:9])=[CH:6][CH:5]=[CH:4][N:3]=1.[Cl:15][C:4]1[CH:5]=[CH:6][C:7]([C:8]([O:10][CH3:11])=[O:9])=[C:2]([CH3:1])[N:3]=1, predict the reactants needed to synthesize it. The reactants are: [CH3:1][C:2]1[C:7]([C:8]([O:10][CH3:11])=[O:9])=[CH:6][CH:5]=[CH:4][N+:3]=1[O-].O=P(Cl)(Cl)[Cl:15].C(=O)([O-])[O-].[Na+].[Na+].